This data is from Forward reaction prediction with 1.9M reactions from USPTO patents (1976-2016). The task is: Predict the product of the given reaction. (1) Given the reactants [CH3:1][C:2]1[S:3][C:4]([S:8](Cl)(=[O:10])=[O:9])=[C:5]([CH3:7])[N:6]=1.[NH2:12][C:13]1[CH:14]=[C:15]([C:19]2[N:23]([CH3:24])[N:22]=[C:21]([NH:25][C:26](=[O:28])[CH3:27])[CH:20]=2)[CH:16]=[N:17][CH:18]=1.N1CCCC1, predict the reaction product. The product is: [CH3:1][C:2]1[S:3][C:4]([S:8]([NH:12][C:13]2[CH:14]=[C:15]([C:19]3[N:23]([CH3:24])[N:22]=[C:21]([NH:25][C:26](=[O:28])[CH3:27])[CH:20]=3)[CH:16]=[N:17][CH:18]=2)(=[O:10])=[O:9])=[C:5]([CH3:7])[N:6]=1. (2) Given the reactants [C:1](=[O:10])([O:5][CH2:6][CH2:7][O:8][CH3:9])[O:2][CH2:3]I.[Na].[F:12][C:13]1[CH:18]=[C:17]([F:19])[CH:16]=[CH:15][C:14]=1[CH2:20][NH:21][C:22]([C:24]1[C:25](=[O:41])[C:26]([OH:40])=[C:27]2[C:36](=[O:37])[N:35]3[C@@H:30]([O:31][CH2:32][CH2:33][C@H:34]3[CH3:38])[CH2:29][N:28]2[CH:39]=1)=[O:23].C(=O)([O-])[O-].[K+].[K+], predict the reaction product. The product is: [C:1](=[O:10])([O:5][CH2:6][CH2:7][O:8][CH3:9])[O:2][CH2:3][O:40][C:26]1[C:25](=[O:41])[C:24]([C:22]([NH:21][CH2:20][C:14]2[CH:15]=[CH:16][C:17]([F:19])=[CH:18][C:13]=2[F:12])=[O:23])=[CH:39][N:28]2[C:27]=1[C:36](=[O:37])[N:35]1[C@@H:30]([O:31][CH2:32][CH2:33][C@H:34]1[CH3:38])[CH2:29]2. (3) The product is: [Cl:15][C:16]1[CH:21]=[CH:20][CH:19]=[C:18]([O:22][CH3:23])[C:17]=1[C:3]1[CH:4]=[CH:5][CH:6]=[CH:7][C:2]=1[Cl:1]. Given the reactants [Cl:1][C:2]1[CH:7]=[CH:6][CH:5]=[CH:4][C:3]=1Br.C(=O)([O-])[O-].[Na+].[Na+].[Cl:15][C:16]1[CH:21]=[CH:20][CH:19]=[C:18]([O:22][CH3:23])[C:17]=1B(O)O, predict the reaction product. (4) The product is: [Cl:28][C:5]1[C:6]([N:11]2[CH2:12][CH2:13][N:14]([CH2:17][C:18]([N:20]([CH3:27])[C:21]3[CH:22]=[CH:23][CH:24]=[CH:25][CH:26]=3)=[O:19])[CH2:15][CH2:16]2)=[C:7]2[N:8]=[C:35]([C:34]3[CH:37]=[CH:38][C:31]([N:30]([CH3:39])[CH3:29])=[CH:32][CH:33]=3)[NH:1][C:2]2=[N:3][CH:4]=1. Given the reactants [NH2:1][C:2]1[C:7]([N+:8]([O-])=O)=[C:6]([N:11]2[CH2:16][CH2:15][N:14]([CH2:17][C:18]([N:20]([CH3:27])[C:21]3[CH:26]=[CH:25][CH:24]=[CH:23][CH:22]=3)=[O:19])[CH2:13][CH2:12]2)[C:5]([Cl:28])=[CH:4][N:3]=1.[CH3:29][N:30]([CH3:39])[C:31]1[CH:38]=[CH:37][C:34]([CH:35]=O)=[CH:33][CH:32]=1.[O-]S(S([O-])=O)=O.[Na+].[Na+], predict the reaction product.